From a dataset of Reaction yield outcomes from USPTO patents with 853,638 reactions. Predict the reaction yield, written as a fraction of the theoretical maximum amount of product (1.0 means a 100% yield; for example, 0.34 means a 34% yield). (1) The reactants are [NH:1]([C:5]1[CH:13]=[CH:12][C:8]([C:9]([OH:11])=[O:10])=[CH:7][CH:6]=1)[C:2]([NH2:4])=[NH:3].S(Cl)(Cl)=O.[CH3:18]O. The catalyst is ClCCl. The product is [CH3:18][O:10][C:9](=[O:11])[C:8]1[CH:12]=[CH:13][C:5]([NH:1][C:2]([NH2:4])=[NH:3])=[CH:6][CH:7]=1. The yield is 1.00. (2) The reactants are [CH3:1][O:2][C:3]1[CH:4]=[C:5]([CH2:20][C:21]([OH:23])=O)[CH:6]=[CH:7][C:8]=1[NH:9][C:10]([NH:12][C:13]1[CH:18]=[CH:17][CH:16]=[CH:15][C:14]=1[CH3:19])=[O:11].[CH3:24][O:25][C@@H:26]1[CH2:30][NH:29][C@H:28]([CH2:31][O:32][C:33]2[CH:42]=[CH:41][C:36]([C:37]([O:39][CH3:40])=[O:38])=[CH:35][CH:34]=2)[CH2:27]1.CCN=C=NCCCN(C)C.Cl.C1C=CC2N(O)N=NC=2C=1.CCN(CC)CC. The catalyst is CN(C=O)C. The product is [CH3:24][O:25][C@@H:26]1[CH2:30][N:29]([C:21](=[O:23])[CH2:20][C:5]2[CH:6]=[CH:7][C:8]([NH:9][C:10]([NH:12][C:13]3[CH:18]=[CH:17][CH:16]=[CH:15][C:14]=3[CH3:19])=[O:11])=[C:3]([O:2][CH3:1])[CH:4]=2)[C@H:28]([CH2:31][O:32][C:33]2[CH:42]=[CH:41][C:36]([C:37]([O:39][CH3:40])=[O:38])=[CH:35][CH:34]=2)[CH2:27]1. The yield is 0.980. (3) The reactants are [Al+3].[Cl-].[Cl-].[Cl-].ClCCCC(Cl)=O.C(C1C=CC=CC=1CC(O)=O)C.C([C:26]1[CH:31]=[CH:30][C:29]([CH2:32][C:33]([OH:35])=[O:34])=[C:28]([C:36](=[O:41])[CH2:37][CH2:38][CH2:39]Cl)[CH:27]=1)C.[Li+].[OH-]. The catalyst is C(Cl)Cl.O.C(O)C. The product is [CH:37]1([C:36]([C:28]2[CH:27]=[CH:26][CH:31]=[CH:30][C:29]=2[CH2:32][C:33]([OH:35])=[O:34])=[O:41])[CH2:38][CH2:39]1. The yield is 0.110. (4) The reactants are [CH:1]1([NH:8][C:9]2[N:14]=[C:13]([NH:15][CH2:16][CH:17]3[CH2:21][CH2:20][CH2:19][N:18]3[CH2:22][CH3:23])[N:12]=[C:11]([NH:24][C:25]3[CH:30]=[CH:29][C:28]([O:31][CH3:32])=[C:27]([F:33])[CH:26]=3)[N:10]=2)[CH2:7][CH2:6][CH2:5][CH2:4][CH2:3][CH2:2]1.[ClH:34]. The catalyst is CO. The product is [ClH:34].[CH:1]1([NH:8][C:9]2[N:14]=[C:13]([NH:15][CH2:16][CH:17]3[CH2:21][CH2:20][CH2:19][N:18]3[CH2:22][CH3:23])[N:12]=[C:11]([NH:24][C:25]3[CH:30]=[CH:29][C:28]([O:31][CH3:32])=[C:27]([F:33])[CH:26]=3)[N:10]=2)[CH2:7][CH2:6][CH2:5][CH2:4][CH2:3][CH2:2]1. The yield is 0.970. (5) The reactants are C[O:2][C:3]1[CH:4]=[CH:5][C:6]2[C:18](=[O:19])[C:17]3[C:16]4[C:11](=[CH:12][C:13]([C:20]#[N:21])=[CH:14][CH:15]=4)[NH:10][C:9]=3[C:8]([CH3:23])([CH3:22])[C:7]=2[CH:24]=1. The catalyst is Cl.N1C=CC=CC=1. The product is [OH:2][C:3]1[CH:4]=[CH:5][C:6]2[C:18](=[O:19])[C:17]3[C:16]4[C:11](=[CH:12][C:13]([C:20]#[N:21])=[CH:14][CH:15]=4)[NH:10][C:9]=3[C:8]([CH3:22])([CH3:23])[C:7]=2[CH:24]=1. The yield is 0.930. (6) The reactants are [NH:1]([C:3]1[NH:4][C:5]2[C:10]([N:11]=1)=[C:9]([NH2:12])[N:8]=[CH:7][N:6]=2)[NH2:2].[C:13]([CH:16]1[C:21](=[O:22])[CH2:20][CH2:19][CH2:18][C:17]1=O)(=O)[CH3:14]. The catalyst is C(O)(=O)C.C(O)C. The product is [NH2:12][C:9]1[N:8]=[CH:7][N:6]=[C:5]2[C:10]=1[N:11]=[C:3]([N:1]1[C:17]3[CH2:18][CH2:19][CH2:20][C:21](=[O:22])[C:16]=3[C:13]([CH3:14])=[N:2]1)[NH:4]2. The yield is 0.710. (7) The reactants are C1(C[NH:8][CH:9]2[CH2:18][CH2:17][C:12]3([O:16][CH2:15][CH2:14][O:13]3)[CH2:11][CH2:10]2)C=CC=CC=1. The catalyst is CO.[OH-].[Pd+2].[OH-]. The product is [O:13]1[C:12]2([CH2:17][CH2:18][CH:9]([NH2:8])[CH2:10][CH2:11]2)[O:16][CH2:15][CH2:14]1. The yield is 1.00. (8) The reactants are [CH:1]1([NH:4][C:5]([C:7]2[CH:8]=[CH:9][C:10]([CH3:34])=[C:11]([NH:13][C:14]([C:16]3[CH:33]=[CH:32][C:19]([O:20][CH2:21][C:22]4[CH:31]=[CH:30][C:25]([C:26](OC)=[O:27])=[CH:24][N:23]=4)=[CH:18][CH:17]=3)=[O:15])[CH:12]=2)=[O:6])[CH2:3][CH2:2]1.[H-].[H-].[H-].[H-].[Li+].[Al+3].[O-]S([O-])(=O)=O.[Na+].[Na+]. The catalyst is C1COCC1. The product is [CH:1]1([NH:4][C:5](=[O:6])[C:7]2[CH:8]=[CH:9][C:10]([CH3:34])=[C:11]([NH:13][C:14](=[O:15])[C:16]3[CH:17]=[CH:18][C:19]([O:20][CH2:21][C:22]4[CH:31]=[CH:30][C:25]([CH2:26][OH:27])=[CH:24][N:23]=4)=[CH:32][CH:33]=3)[CH:12]=2)[CH2:2][CH2:3]1. The yield is 0.800. (9) The reactants are CC(C)([O-])C.[K+].[CH2:7]([N:14]([CH2:18][C:19]1[C:24](Cl)=[N:23][C:22]([N:26]2[CH2:31][CH2:30][O:29][CH2:28][C@H:27]2[CH3:32])=[CH:21][N:20]=1)[CH2:15][CH2:16][OH:17])[C:8]1[CH:13]=[CH:12][CH:11]=[CH:10][CH:9]=1.O. The catalyst is CN(C=O)C. The product is [CH2:7]([N:14]1[CH2:18][C:19]2[N:20]=[CH:21][C:22]([N:26]3[CH2:31][CH2:30][O:29][CH2:28][C@H:27]3[CH3:32])=[N:23][C:24]=2[O:17][CH2:16][CH2:15]1)[C:8]1[CH:13]=[CH:12][CH:11]=[CH:10][CH:9]=1. The yield is 0.890.